From a dataset of Experimentally validated miRNA-target interactions with 360,000+ pairs, plus equal number of negative samples. Binary Classification. Given a miRNA mature sequence and a target amino acid sequence, predict their likelihood of interaction. (1) The miRNA is mmu-miR-3069-3p with sequence UUGGACACUAAGUACUGCCACA. The protein sequence of the target gene is MATDSWALAVDEQEAAAESLSNLHLKEEKIKPDTNGAVVKTNANAEKTDEEEKEDRAAQSLLNKLIRSNLVDNTNQVEVLQRDPNSPLYSVKSFEELRLKPQLLQGVYAMGFNRPSKIQENALPLMLAEPPQNLIAQSQSGTGKTAAFVLAMLSQVEPANKYPQCLCLSPTYELALQTGKVIEQMGKFYPELKLAYAVRGNKLERGQKISEQIVIGTPGTVLDWCSKLKFIDPKKIKVFVLDEADVMIATQGHQDQSIRIQRMLPRNCQMLLFSATFEDSVWKFAQKVVPDPNVIKLKRE.... Result: 0 (no interaction). (2) The miRNA is mmu-miR-124-3p with sequence UAAGGCACGCGGUGAAUGCC. The protein sequence of the target gene is MRVWVPVGVLTSLAYCFHQRRVALAEQRAPNGQRPVDRNLLELKMVQVVFRHGARSPLKPLPLEEQVEWNPKLLEIPPQTRFDYTVTNLAGGPKPHSHYDTEYRKTTLRGGVLAGQLTKVGMQQMFALGEKLRKNYVEDIPFLSPVYNPQEVFIRSTNMFRNLESTRCLLAGLFQHQKGSAVIHTDEASSEVLYPNYQSCWVLKEKTRGRKKAAISQPGISEDLEKVKTGVGINNGDDVDFFVLLDNVAAEQVHSLLNCPALERFAQLIEQRAVDMALYVVEQEDRESIQMAVGPFLHIL.... Result: 1 (interaction). (3) The miRNA is hsa-miR-15b-5p with sequence UAGCAGCACAUCAUGGUUUACA. The protein sequence of the target gene is MPASRLRDRAASSASGSTCGSMSQTHPVLESGLLASAGCSAPRGPRKGGPAPVDRKAKASAMPDSPAEVKTQPRSTPPSMPPPPPAASQGATRPPSFTPHTHREDGPATLPHGRFHGCLKWSMVCLLMNGSSHSPTAINGAPCTPNGFSNGPATSSTASLSTQHLPPACGARQLSKLKRFLTTLQQFGSDISPEIGERVRTLVLGLVNSTLTIEEFHSKLQEATNFPLRPFVIPFLKANLPLLQRELLHCARLAKQTPAQYLAQHEQLLLDASASSPIDSSELLLEVNENGKRRTPDRTK.... Result: 1 (interaction). (4) Result: 0 (no interaction). The protein sequence of the target gene is MWKSVVGHDVSVSVETQGDDWDTDPDFVNDISEKEQRWGAKTIEGSGRTEHINIHQLRNKVSEEHDVLRKKEMESGPKASHGYGGRFGVERDRMDKSAVGHEYVAEVEKHSSQTDAAKGFGGKYGVERDRADKSAVGFDYKGEVEKHTSQKDYSRGFGGRYGVEKDKWDKAALGYDYKGETEKHESQRDYAKGFGGQYGIQKDRVDKSAVGFNEMEAPTTAYKKTTPIEAASSGTRGLKAKFESMAEEKRKREEEEKAQQVARRQQERKAVTKRSPEAPQPVIAMEEPAVPAPLPKKISS.... The miRNA is mmu-miR-3077-3p with sequence CUGACUCCCUGCUUCUCCGCAG. (5) The miRNA is hsa-miR-300 with sequence UAUACAAGGGCAGACUCUCUCU. The protein sequence of the target gene is MESALAVPRLPPHDPGTPVLSVVDMHTGGEPLRIVLAGCPEVSGPTLLAKRRYMRQHLDHVRRRLMFEPRGHRDMYGAVLVPSELPDAHLGVLFLHNEGYSSMCGHAVLALGRFALDFGLVPAPPAGTREARVNIHCPCGLVTAFVACEDGRSHGPVRFHSVPAFVLATDLMVDVPGHGKVMVDIAYGGAFYAFVTAEKLGLDICSAKTRDLVDAASAVTEAVKAQFKINHPDSEDLAFLYGTILTDGKDAYTKEPTTNICVFADEQVDRSPTGSGVTARIALQYHKGLLELNQMRAFKS.... Result: 0 (no interaction). (6) The miRNA is hsa-miR-212-5p with sequence ACCUUGGCUCUAGACUGCUUACU. The protein sequence of the target gene is MDDSETGFNLKVVLVSFKQCLDEKEEVLLDPYIASWKGLVRFLNSLGTIFSFISKDVVSKLRIMERLRGGPQSEHYRSLQAMVAHELSNRLVDLERRSHHPESGCRTVLRLHRALHWLQLFLEGLRTSPEDARTSALCADSYNASLAAYHPWVVRRAVTVAFCTLPTREVFLEAMNVGPPEQAVQMLGEALPFIQRVYNVSQKLYAEHSLLDLP. Result: 0 (no interaction). (7) The miRNA is hsa-miR-4690-5p with sequence GAGCAGGCGAGGCUGGGCUGAA. The protein sequence of the target gene is MMWQKYAGSRRSMPLGARILFHGVFYAGGFAIVYYLIQKFHSRALYYKLAVEQLQSHPEAQEALGPPLNIHYLKLIDRENFVDIVDAKLKIPVSGSKSEGLLYVHSSRGGPFQRWHLDEVFLELKDGQQIPVFKLSGENGDEVKKE. Result: 0 (no interaction). (8) The miRNA is hsa-miR-183-5p with sequence UAUGGCACUGGUAGAAUUCACU. The protein sequence of the target gene is MFSVESLERAELCESLLTWIQTFNVDAPCQTVEDLTNGVVMAQVLQKIDPAYFDENWLNRIKTEVGDNWRLKISNLKKILKGILDYNHEILGQQINDFTLPDVNLIGEHSDAAELGRMLQLILGCAVNCEQKQEYIQAIMMMEESVQHVVMTAIQELMSKESPVSAGNDAYVDLDRQLKKTTEELNEALSAKEEIAQRCHELDMQVAALQEEKSSLLAENQVLMERLNQSDSIEDPNSPAGRRHLQLQTQLEQLQEETFRLEAAKDDYRIRCEELEKEISELRQQNDELTTLADEAQSLK.... Result: 0 (no interaction). (9) Result: 0 (no interaction). The protein sequence of the target gene is MADQLTEEQIAEFKEAFSLFDKDGDGSITTQELGTVMRSLGQNPTEAELQGMVNEIDKDGNGTVDFPEFLTMMSRKMKDTDSEEEIREAFRVFDKDGNGFVSAAELRHVMTKLGEKLSDEEVDEMIQAADTDGDGQVNYEEFVHMLVSK. The miRNA is hsa-miR-3654 with sequence GACUGGACAAGCUGAGGAA. (10) The protein sequence of the target gene is MKLLWQVTVHHTWNAVLLPVVYLTAQVWILCAAIAAAASAGPQNCPSVCSCSNQFSKVVCTRRGLSEVPQGIPSNTRYLNLMENNIQMIQADTFRHLHHLEVLQLGRNSIRQIEVGAFNGLASLNTLELFDNWLTVIPSGAFEYLSKLRELWLRNNPIESIPSYAFNRVPSLMRLDLGELKKLEYISEGAFEGLFNLKYLNLGMCNIKDMPNLTPLVGLEELEMSGNHFPEIRPGSFHGLSSLKKLWVMNSQVSLIERNAFDGLASLVELNLAHNNLSSLPHDLFTPLRYLVELHLHHNP.... Result: 0 (no interaction). The miRNA is hsa-miR-5705 with sequence UGUUUCGGGGCUCAUGGCCUGUG.